From a dataset of Catalyst prediction with 721,799 reactions and 888 catalyst types from USPTO. Predict which catalyst facilitates the given reaction. Reactant: [CH2:1]([C:5]1[CH:10]=[CH:9][C:8]([C:11]2[O:15][N:14]=[C:13]3[C:16]4[C:21]([CH2:22][CH2:23][C:12]=23)=[CH:20][C:19]([CH:24]=C)=[CH:18][CH:17]=4)=[CH:7][C:6]=1[C:26]([F:29])([F:28])[F:27])[CH:2]([CH3:4])[CH3:3].C[N+]1([O-])CC[O:34]CC1.I([O-])(=O)(=O)=O.[Na+]. Product: [CH2:1]([C:5]1[CH:10]=[CH:9][C:8]([C:11]2[O:15][N:14]=[C:13]3[C:16]4[C:21]([CH2:22][CH2:23][C:12]=23)=[CH:20][C:19]([CH:24]=[O:34])=[CH:18][CH:17]=4)=[CH:7][C:6]=1[C:26]([F:29])([F:28])[F:27])[CH:2]([CH3:4])[CH3:3]. The catalyst class is: 822.